This data is from Reaction yield outcomes from USPTO patents with 853,638 reactions. The task is: Predict the reaction yield, written as a fraction of the theoretical maximum amount of product (1.0 means a 100% yield; for example, 0.34 means a 34% yield). (1) The reactants are [OH-].[Na+].[Br:3][C:4]1[CH:5]=[C:6]([C:18]([O:20]C)=O)[C:7]2[CH:8]=[N:9][N:10]([CH:13]3[CH2:17][CH2:16][CH2:15][CH2:14]3)[C:11]=2[CH:12]=1.[NH2:22][CH2:23][C:24]1[C:25](=[O:32])[NH:26][C:27]([CH3:31])=[CH:28][C:29]=1[CH3:30].C1CN([P+](ON2N=NC3C=CC=CC2=3)(N2CCCC2)N2CCCC2)CC1.F[P-](F)(F)(F)(F)F. The catalyst is CCO.CS(C)=O. The product is [Br:3][C:4]1[CH:5]=[C:6]([C:18]([NH:22][CH2:23][C:24]2[C:25](=[O:32])[NH:26][C:27]([CH3:31])=[CH:28][C:29]=2[CH3:30])=[O:20])[C:7]2[CH:8]=[N:9][N:10]([CH:13]3[CH2:14][CH2:15][CH2:16][CH2:17]3)[C:11]=2[CH:12]=1. The yield is 0.565. (2) The reactants are C(N(CC)CC)C.C(O[C:12](=[O:14])[CH3:13])(=O)C.[NH:15]1[CH2:20][CH2:19][CH2:18][C@@H:17]([NH:21][C:22]2[CH:27]=[CH:26][N:25]=[C:24]([C:28]3[CH:29]=[N:30][N:31]4[CH:36]=[CH:35][C:34]([C:37]#[N:38])=[CH:33][C:32]=34)[N:23]=2)[CH2:16]1. The catalyst is CN(C)C1C=CN=CC=1.ClCCl. The product is [C:12]([N:15]1[CH2:20][CH2:19][CH2:18][C@@H:17]([NH:21][C:22]2[CH:27]=[CH:26][N:25]=[C:24]([C:28]3[CH:29]=[N:30][N:31]4[CH:36]=[CH:35][C:34]([C:37]#[N:38])=[CH:33][C:32]=34)[N:23]=2)[CH2:16]1)(=[O:14])[CH3:13]. The yield is 0.440. (3) The reactants are [H-].[Na+].[CH2:3]([O:10][C:11]([C:13]1[C:21]2[C:16](=[CH:17][CH:18]=[C:19]([O:22][CH2:23][CH2:24][Cl:25])[CH:20]=2)[NH:15][C:14]=1[CH3:26])=[O:12])[C:4]1[CH:9]=[CH:8][CH:7]=[CH:6][CH:5]=1.[CH2:27](Br)[C:28]1[CH:33]=[CH:32][CH:31]=[CH:30][CH:29]=1.O. The catalyst is CN(C=O)C. The product is [CH2:3]([O:10][C:11]([C:13]1[C:21]2[C:16](=[CH:17][CH:18]=[C:19]([O:22][CH2:23][CH2:24][Cl:25])[CH:20]=2)[N:15]([CH2:27][C:28]2[CH:33]=[CH:32][CH:31]=[CH:30][CH:29]=2)[C:14]=1[CH3:26])=[O:12])[C:4]1[CH:9]=[CH:8][CH:7]=[CH:6][CH:5]=1. The yield is 0.620. (4) The reactants are Cl[C:2]1[NH:3][C:4]([C:12]2[C:17]([F:18])=[CH:16][CH:15]=[CH:14][C:13]=2[F:19])=[CH:5][C:6]=1[C:7]([O:9][CH2:10][CH3:11])=[O:8]. The catalyst is C(O)C.[C].[Pd]. The product is [F:19][C:13]1[CH:14]=[CH:15][CH:16]=[C:17]([F:18])[C:12]=1[C:4]1[NH:3][CH:2]=[C:6]([C:7]([O:9][CH2:10][CH3:11])=[O:8])[CH:5]=1. The yield is 0.240.